This data is from NCI-60 drug combinations with 297,098 pairs across 59 cell lines. The task is: Regression. Given two drug SMILES strings and cell line genomic features, predict the synergy score measuring deviation from expected non-interaction effect. Drug 1: CNC(=O)C1=NC=CC(=C1)OC2=CC=C(C=C2)NC(=O)NC3=CC(=C(C=C3)Cl)C(F)(F)F. Drug 2: C1CN(CCN1C(=O)CCBr)C(=O)CCBr. Cell line: HOP-62. Synergy scores: CSS=5.65, Synergy_ZIP=-0.613, Synergy_Bliss=-2.86, Synergy_Loewe=-14.1, Synergy_HSA=-6.14.